Dataset: Forward reaction prediction with 1.9M reactions from USPTO patents (1976-2016). Task: Predict the product of the given reaction. (1) Given the reactants [Cl:1][C:2]1[CH:7]=[CH:6][C:5]([C:8]2[N:13]=[CH:12][N:11]3[C:14](=[O:17])[NH:15][N:16]=[C:10]3[C:9]=2[C:18]2[CH:23]=[CH:22][CH:21]=[CH:20][CH:19]=2)=[CH:4][CH:3]=1.ClC1C=CC(C2N=CN=C(NNC(OC(Cl)(Cl)Cl)=O)C=2C2C=CC=CC=2)=CC=1.Br[CH2:53][C:54]1[CH:59]=[CH:58][C:57]([C:60]([F:63])([F:62])[F:61])=[CH:56][CH:55]=1.C([O-])([O-])=O.[K+].[K+], predict the reaction product. The product is: [F:61][C:60]([F:62])([F:63])[C:57]1[CH:58]=[CH:59][C:54]([CH2:53][N:15]2[C:14](=[O:17])[N:11]3[CH:12]=[N:13][C:8]([C:5]4[CH:4]=[CH:3][C:2]([Cl:1])=[CH:7][CH:6]=4)=[C:9]([C:18]4[CH:23]=[CH:22][CH:21]=[CH:20][CH:19]=4)[C:10]3=[N:16]2)=[CH:55][CH:56]=1. (2) Given the reactants O[CH2:2][CH:3]1[N:8]([C:9](=[O:17])[NH:10][C:11]2[CH:12]=[N:13][CH:14]=[CH:15][CH:16]=2)[CH2:7][CH2:6][N:5]([C:18]([O:20][C:21]([CH3:24])([CH3:23])[CH3:22])=[O:19])[CH2:4]1.C1(P(C2C=CC=CC=2)C2C=CC=CC=2)C=CC=CC=1.N(C(OCC)=O)=NC(OCC)=O.C1(C)C=CC=CC=1.O, predict the reaction product. The product is: [O:17]=[C:9]1[N:8]2[CH2:7][CH2:6][N:5]([C:18]([O:20][C:21]([CH3:24])([CH3:22])[CH3:23])=[O:19])[CH2:4][CH:3]2[CH2:2][N:10]1[C:11]1[CH:12]=[N:13][CH:14]=[CH:15][CH:16]=1.